Predict the reactants needed to synthesize the given product. From a dataset of Full USPTO retrosynthesis dataset with 1.9M reactions from patents (1976-2016). (1) Given the product [BrH:40].[O:2]1[C@:14]2([CH3:20])[C@@:15]34[CH2:17][CH2:18][N:19]([CH2:39][CH2:38][C:32]5[CH:37]=[CH:36][CH:35]=[CH:34][CH:33]=5)[C@@H:9]([C@:10]3([O:22][CH3:23])[CH2:11][CH2:12][C:13]2=[O:21])[CH2:8][C:7]2=[C:16]4[C:3]1=[C:4]([O:24][CH3:25])[CH:5]=[CH:6]2, predict the reactants needed to synthesize it. The reactants are: Cl.[O:2]1[C@:14]2([CH3:20])[C@@:15]34[CH2:17][CH2:18][NH:19][C@@H:9]([C@:10]3([O:22][CH3:23])[CH2:11][CH2:12][C:13]2=[O:21])[CH2:8][C:7]2=[C:16]4[C:3]1=[C:4]([O:24][CH3:25])[CH:5]=[CH:6]2.C(=O)([O-])[O-].[K+].[K+].[C:32]1([CH2:38][CH2:39][Br:40])[CH:37]=[CH:36][CH:35]=[CH:34][CH:33]=1.CN(C)C=O. (2) Given the product [NH2:19][CH2:11]/[C:6](=[CH:5]\[C:12]1[CH:17]=[CH:16][C:15]([CH3:18])=[CH:14][CH:13]=1)/[C:7]([O:9][CH3:10])=[O:8], predict the reactants needed to synthesize it. The reactants are: C(O[CH:5]([C:12]1[CH:17]=[CH:16][C:15]([CH3:18])=[CH:14][CH:13]=1)[C:6](=[CH2:11])[C:7]([O:9][CH3:10])=[O:8])(=O)C.[NH3:19].CO. (3) Given the product [Cl:1][C:2]1[CH:3]=[C:4]([CH:26]=[CH:27][C:28]=1[O:29][CH3:30])[CH2:5][NH:6][C:7]1[C:12]([C:13]([O:15][CH3:16])=[O:14])=[C:11]([N:37]2[CH2:38][CH2:39][N:34]3[CH:33]=[CH:32][N:31]=[C:35]3[CH2:36]2)[N:10]=[C:9]([S:18][CH2:19][C:20]2[CH:25]=[CH:24][CH:23]=[CH:22][CH:21]=2)[N:8]=1, predict the reactants needed to synthesize it. The reactants are: [Cl:1][C:2]1[CH:3]=[C:4]([CH:26]=[CH:27][C:28]=1[O:29][CH3:30])[CH2:5][NH:6][C:7]1[C:12]([C:13]([O:15][CH3:16])=[O:14])=[C:11](Cl)[N:10]=[C:9]([S:18][CH2:19][C:20]2[CH:25]=[CH:24][CH:23]=[CH:22][CH:21]=2)[N:8]=1.[N:31]1[CH:32]=[CH:33][N:34]2[CH2:39][CH2:38][NH:37][CH2:36][C:35]=12.C(N(CC)CC)C.CN(C)C(=O)C.